This data is from Forward reaction prediction with 1.9M reactions from USPTO patents (1976-2016). The task is: Predict the product of the given reaction. (1) Given the reactants Cl.[CH:2]1([C@@H:5]([NH2:10])[C:6]([F:9])([F:8])[F:7])[CH2:4][CH2:3]1.Br[CH2:12][C:13]1[CH:18]=[CH:17][CH:16]=[CH:15][CH:14]=1.C([O-])([O-])=O.[K+].[K+], predict the reaction product. The product is: [CH2:12]([NH:10][C@H:5]([CH:2]1[CH2:4][CH2:3]1)[C:6]([F:9])([F:8])[F:7])[C:13]1[CH:18]=[CH:17][CH:16]=[CH:15][CH:14]=1. (2) Given the reactants I[C:2]1[C:10]2[C:5](=[N:6][CH:7]=[C:8]([C:11]3[CH:12]=[C:13]([NH:17][CH:18]4[CH2:23][CH2:22][N:21]([C:24]([O:26][C:27]([CH3:30])([CH3:29])[CH3:28])=[O:25])[CH2:20][CH2:19]4)[CH:14]=[CH:15][CH:16]=3)[CH:9]=2)[N:4]([S:31]([C:34]2[CH:40]=[CH:39][C:37]([CH3:38])=[CH:36][CH:35]=2)(=[O:33])=[O:32])[CH:3]=1.[CH2:41]([N:49]1[CH:53]=[C:52](B2OC(C)(C)C(C)(C)O2)[CH:51]=[N:50]1)[CH2:42][C:43]1[CH:48]=[CH:47][CH:46]=[CH:45][CH:44]=1.C(=O)([O-])[O-].[Na+].[Na+], predict the reaction product. The product is: [CH2:41]([N:49]1[CH:53]=[C:52]([C:2]2[C:10]3[C:5](=[N:6][CH:7]=[C:8]([C:11]4[CH:12]=[C:13]([NH:17][CH:18]5[CH2:23][CH2:22][N:21]([C:24]([O:26][C:27]([CH3:30])([CH3:29])[CH3:28])=[O:25])[CH2:20][CH2:19]5)[CH:14]=[CH:15][CH:16]=4)[CH:9]=3)[N:4]([S:31]([C:34]3[CH:40]=[CH:39][C:37]([CH3:38])=[CH:36][CH:35]=3)(=[O:33])=[O:32])[CH:3]=2)[CH:51]=[N:50]1)[CH2:42][C:43]1[CH:48]=[CH:47][CH:46]=[CH:45][CH:44]=1. (3) Given the reactants [NH:1]1[C:9]2[C:4](=[CH:5][CH:6]=[CH:7][N:8]=2)[CH:3]=[CH:2]1.[Cl:10][C:11]1[CH:12]=[C:13]([CH:18]=[CH:19][CH:20]=1)[C:14]([O:16]O)=[O:15], predict the reaction product. The product is: [Cl:10][C:11]1[CH:12]=[C:13]([CH:18]=[CH:19][CH:20]=1)[C:14]([OH:16])=[O:15].[NH:1]1[C:9]2=[N+:8]([O-:15])[CH:7]=[CH:6][CH:5]=[C:4]2[CH:3]=[CH:2]1. (4) Given the reactants [CH2:1]([O:3][C:4]([C:6]1[N:7]([CH:12]2[CH2:16][CH:15]([O:17]C(=O)C)[CH:14]=[CH:13]2)[CH:8]=[N:9][C:10]=1[CH3:11])=[O:5])[CH3:2].C(=O)([O-])[O-].[K+].[K+], predict the reaction product. The product is: [CH2:1]([O:3][C:4]([C:6]1[N:7]([C@H:12]2[CH2:16][C@H:15]([OH:17])[CH:14]=[CH:13]2)[CH:8]=[N:9][C:10]=1[CH3:11])=[O:5])[CH3:2]. (5) Given the reactants [CH3:1][N:2]([CH3:18])[CH2:3][CH2:4][N:5]1[C:13]2[C:8](=[CH:9][C:10]([N+:14]([O-])=O)=[CH:11][CH:12]=2)[CH:7]=[C:6]1[CH3:17], predict the reaction product. The product is: [CH3:1][N:2]([CH3:18])[CH2:3][CH2:4][N:5]1[C:13]2[C:8](=[CH:9][C:10]([NH2:14])=[CH:11][CH:12]=2)[CH:7]=[C:6]1[CH3:17]. (6) Given the reactants C(OC([NH:8][C@@H:9]([CH2:30][C:31]1[S:32][CH:33]=[CH:34][CH:35]=1)[C:10]([N:12]1[CH2:17][CH2:16][N:15]([C:18]2[S:19][C:20]3[CH:26]=[C:25]([C:27](O)=[O:28])[CH:24]=[CH:23][C:21]=3[N:22]=2)[CH2:14][CH2:13]1)=[O:11])=O)(C)(C)C.[CH:36]1([NH2:41])[CH2:40][CH2:39][CH2:38][CH2:37]1.C(N(C(C)C)CC)(C)C.CN(C(ON1N=NC2C=CC=CC1=2)=[N+](C)C)C.F[P-](F)(F)(F)(F)F.Cl, predict the reaction product. The product is: [NH2:8][C@@H:9]([CH2:30][C:31]1[S:32][CH:33]=[CH:34][CH:35]=1)[C:10]([N:12]1[CH2:17][CH2:16][N:15]([C:18]2[S:19][C:20]3[CH:26]=[C:25]([C:27]([NH:41][CH:36]4[CH2:40][CH2:39][CH2:38][CH2:37]4)=[O:28])[CH:24]=[CH:23][C:21]=3[N:22]=2)[CH2:14][CH2:13]1)=[O:11].